The task is: Predict the reactants needed to synthesize the given product.. This data is from Full USPTO retrosynthesis dataset with 1.9M reactions from patents (1976-2016). (1) The reactants are: [NH:1]1[CH:5]=[N:4][CH:3]=[N:2]1.[H-].[Na+].[Cl:8][C:9]1[CH:10]=[C:11]([C:16]2([C:30]([F:33])([F:32])[F:31])[CH2:20][CH2:19][N:18]([C:21]3[CH:22]=[CH:23][C:24](F)=[C:25]([CH:28]=3)[C:26]#[N:27])[CH2:17]2)[CH:12]=[C:13]([Cl:15])[CH:14]=1.O. Given the product [Cl:8][C:9]1[CH:10]=[C:11]([C:16]2([C:30]([F:32])([F:33])[F:31])[CH2:20][CH2:19][N:18]([C:21]3[CH:22]=[CH:23][C:24]([N:1]4[CH:5]=[N:4][CH:3]=[N:2]4)=[C:25]([CH:28]=3)[C:26]#[N:27])[CH2:17]2)[CH:12]=[C:13]([Cl:15])[CH:14]=1, predict the reactants needed to synthesize it. (2) Given the product [CH:1]([O:4][C:5]1[N:10]=[C:9]([C:11]2[CH:12]=[C:13]3[C:17](=[CH:18][CH:19]=2)[NH:16][CH:15]=[C:14]3[C:30]([OH:32])=[O:31])[CH:8]=[N:7][CH:6]=1)([CH3:3])[CH3:2], predict the reactants needed to synthesize it. The reactants are: [CH:1]([O:4][C:5]1[N:10]=[C:9]([C:11]2[CH:12]=[C:13]3[C:17](=[CH:18][CH:19]=2)[N:16](S(C2C=CC(C)=CC=2)(=O)=O)[CH:15]=[C:14]3[C:30]([OH:32])=[O:31])[CH:8]=[N:7][CH:6]=1)([CH3:3])[CH3:2].[OH-].[Na+]. (3) Given the product [CH3:1][C:2]1[N:6]([CH:7]2[CH2:13][CH:12]3[N:14]([CH2:15][CH2:16][C:17]4([C:34]5[CH:35]=[CH:36][CH:37]=[CH:38][CH:39]=5)[CH2:22][CH2:21][N:20]([C:23]([C:25]5[CH:33]=[CH:32][CH:31]=[CH:30][C:26]=5[C:27]([NH2:47])=[O:28])=[O:24])[CH2:19][CH2:18]4)[CH:9]([CH2:10][CH2:11]3)[CH2:8]2)[C:5]2[CH:40]=[CH:41][CH:42]=[CH:43][C:4]=2[N:3]=1, predict the reactants needed to synthesize it. The reactants are: [CH3:1][C:2]1[N:6]([CH:7]2[CH2:13][CH:12]3[N:14]([CH2:15][CH2:16][C:17]4([C:34]5[CH:39]=[CH:38][CH:37]=[CH:36][CH:35]=5)[CH2:22][CH2:21][N:20]([C:23]([C:25]5[CH:33]=[CH:32][CH:31]=[CH:30][C:26]=5[C:27](O)=[O:28])=[O:24])[CH2:19][CH2:18]4)[CH:9]([CH2:10][CH2:11]3)[CH2:8]2)[C:5]2[CH:40]=[CH:41][CH:42]=[CH:43][C:4]=2[N:3]=1.N.C([N:47](CC)CC)C.CN(C(ON1N=NC2C=CC=NC1=2)=[N+](C)C)C.F[P-](F)(F)(F)(F)F. (4) Given the product [CH2:1]([O:3][C:4]([C:5]1[N:8]=[C:9]([C:10]2[CH:15]=[CH:14][CH:13]=[CH:12][CH:11]=2)[S:27][C:6]=1[NH2:7])=[O:17])[CH3:2], predict the reactants needed to synthesize it. The reactants are: [CH2:1]([O:3][C:4](=[O:17])[CH:5]([NH:8][C:9](=O)[C:10]1[CH:15]=[CH:14][CH:13]=[CH:12][CH:11]=1)[C:6]#[N:7])[CH3:2].COC1C=CC(P2(SP(C3C=CC(OC)=CC=3)(=S)S2)=[S:27])=CC=1.